Task: Predict the reactants needed to synthesize the given product.. Dataset: Full USPTO retrosynthesis dataset with 1.9M reactions from patents (1976-2016) (1) Given the product [Cl:22][C:17]1[CH:16]=[C:15]([C:13]2[N:14]=[C:10]([C:8]3[CH:9]=[C:4]([C:3]([OH:2])=[O:24])[C:5]([C:30]4[CH:29]=[CH:28][CH:27]=[C:26]([F:25])[C:31]=4[F:32])=[CH:6][CH:7]=3)[S:11][CH:12]=2)[CH:20]=[CH:19][C:18]=1[Cl:21], predict the reactants needed to synthesize it. The reactants are: C[O:2][C:3](=[O:24])[C:4]1[CH:9]=[C:8]([C:10]2[S:11][CH:12]=[C:13]([C:15]3[CH:20]=[CH:19][C:18]([Cl:21])=[C:17]([Cl:22])[CH:16]=3)[N:14]=2)[CH:7]=[CH:6][C:5]=1Br.[F:25][C:26]1[C:31]([F:32])=[CH:30][CH:29]=[CH:28][C:27]=1B(O)O. (2) Given the product [I:1][C:2]1[CH:8]=[C:7]2[C:5](=[CH:4][CH:3]=1)[NH:6][CH:10]([C:9]([OH:13])=[O:12])[CH2:23][CH:22]2[C:19]1[CH:20]=[CH:21][C:16]([S:15][CH3:14])=[CH:17][CH:18]=1, predict the reactants needed to synthesize it. The reactants are: [I:1][C:2]1[CH:8]=[CH:7][C:5]([NH2:6])=[CH:4][CH:3]=1.[C:9]([OH:13])(=[O:12])[CH:10]=O.[CH3:14][S:15][C:16]1[CH:21]=[CH:20][C:19]([CH:22]=[CH2:23])=[CH:18][CH:17]=1. (3) Given the product [ClH:42].[CH3:28][N:26]([CH3:27])[C:20]1[N:19]([CH2:29][CH:30]([CH3:31])[CH3:32])[C:18]2=[C:13]3[CH2:12][N:11]4[C:33](=[CH:34][C:35]5[C@:5]([CH2:38][CH3:39])([OH:4])[C:6](=[O:37])[O:7][CH2:8][C:9]=5[C:10]4=[O:36])[C:14]3=[N:15][C:16]3[C:17]2=[C:22]([CH:23]=[CH:24][CH:25]=3)[N:21]=1, predict the reactants needed to synthesize it. The reactants are: C([O:4][C@@:5]1([CH2:38][CH3:39])[C:35]2[CH:34]=[C:33]3[N:11]([CH2:12][C:13]4[C:14]3=[N:15][C:16]3[C:17]5[C:18]=4[N:19]([CH2:29][CH:30]([CH3:32])[CH3:31])[C:20]([N:26]([CH3:28])[CH3:27])=[N:21][C:22]=5[CH:23]=[CH:24][CH:25]=3)[C:10](=[O:36])[C:9]=2[CH2:8][O:7][C:6]1=[O:37])(=O)C.NN.[ClH:42].